The task is: Predict the reactants needed to synthesize the given product.. This data is from Full USPTO retrosynthesis dataset with 1.9M reactions from patents (1976-2016). (1) Given the product [CH2:1]([C:3]1[N:7]([CH2:8][C:9]2[N:10]=[C:11]3[S:18][C:17]([CH3:19])=[C:16]([CH:20]4[CH2:22][CH:21]4[C:23]([OH:25])=[O:24])[N:12]3[C:13](=[O:15])[CH:14]=2)[N:6]=[C:5]([C:26]([F:28])([F:27])[F:29])[CH:4]=1)[CH3:2], predict the reactants needed to synthesize it. The reactants are: [CH2:1]([C:3]1[N:7]([CH2:8][C:9]2[N:10]=[C:11]3[S:18][C:17]([CH3:19])=[C:16]([CH:20]4[CH2:22][CH:21]4[C:23]([O-:25])=[O:24])[N:12]3[C:13](=[O:15])[CH:14]=2)[N:6]=[C:5]([C:26]([F:29])([F:28])[F:27])[CH:4]=1)[CH3:2].[OH-].[Li+].Cl. (2) Given the product [CH3:16][Si:15]([CH3:18])([CH3:17])[CH2:14][CH2:13][O:12][CH2:11][N:8]1[C:4]2[N:5]=[CH:6][N:7]=[C:2]([NH2:19])[C:3]=2[CH:10]=[CH:9]1, predict the reactants needed to synthesize it. The reactants are: Cl[C:2]1[C:3]2[CH:10]=[CH:9][N:8]([CH2:11][O:12][CH2:13][CH2:14][Si:15]([CH3:18])([CH3:17])[CH3:16])[C:4]=2[N:5]=[CH:6][N:7]=1.[NH4+:19].[OH-].